Dataset: CYP3A4 inhibition data for predicting drug metabolism from PubChem BioAssay. Task: Regression/Classification. Given a drug SMILES string, predict its absorption, distribution, metabolism, or excretion properties. Task type varies by dataset: regression for continuous measurements (e.g., permeability, clearance, half-life) or binary classification for categorical outcomes (e.g., BBB penetration, CYP inhibition). Dataset: cyp3a4_veith. The compound is CC(=O)Nc1cc(CN2CCCCC2)c(O)c2ncccc12. The result is 0 (non-inhibitor).